From a dataset of Reaction yield outcomes from USPTO patents with 853,638 reactions. Predict the reaction yield, written as a fraction of the theoretical maximum amount of product (1.0 means a 100% yield; for example, 0.34 means a 34% yield). (1) The reactants are C[Si](C)(C)CC[O:5][C:6](=[O:49])[CH:7]([CH2:33][CH:34]=[CH:35][CH2:36][P:37]([O:41][CH:42]([C:44]([O:46][CH2:47][CH3:48])=[O:45])[CH3:43])([O:39][CH3:40])=[O:38])[CH2:8][C:9]([CH3:32])=[CH:10][CH2:11][C:12]1[C:13]([O:25]CC[Si](C)(C)C)=[C:14]2[C:18](=[C:19]([CH3:23])[C:20]=1[O:21][CH3:22])[CH2:17][O:16][C:15]2=[O:24].CCCC[N+](CCCC)(CCCC)CCCC.[F-]. The catalyst is C1COCC1. The product is [CH2:47]([O:46][C:44]([CH:42]([O:41][P:37]([CH2:36][CH:35]=[CH:34][CH2:33][CH:7]([CH2:8][C:9]([CH3:32])=[CH:10][CH2:11][C:12]1[C:13]([OH:25])=[C:14]2[C:18](=[C:19]([CH3:23])[C:20]=1[O:21][CH3:22])[CH2:17][O:16][C:15]2=[O:24])[C:6]([OH:49])=[O:5])([O:39][CH3:40])=[O:38])[CH3:43])=[O:45])[CH3:48]. The yield is 0.770. (2) The reactants are [NH2:1][C:2]1[CH:28]=[CH:27][C:5]([CH2:6][C@@H:7]2[CH2:11][CH2:10][C@H:9]([C@H:12]([OH:19])[C:13]3[CH:18]=[CH:17][CH:16]=[CH:15][CH:14]=3)[N:8]2[C:20]([O:22][C:23]([CH3:26])([CH3:25])[CH3:24])=[O:21])=[CH:4][C:3]=1[Br:29].[NH2:30][C:31]1[S:32][CH:33]=[C:34]([CH2:36][C:37](O)=[O:38])[N:35]=1.C1C=CC2N(O)N=NC=2C=1.CCN(C(C)C)C(C)C. The catalyst is CN(C=O)C.C(Cl)CCl. The product is [NH2:30][C:31]1[S:32][CH:33]=[C:34]([CH2:36][C:37]([NH:1][C:2]2[CH:28]=[CH:27][C:5]([CH2:6][C@@H:7]3[CH2:11][CH2:10][C@H:9]([C@H:12]([OH:19])[C:13]4[CH:18]=[CH:17][CH:16]=[CH:15][CH:14]=4)[N:8]3[C:20]([O:22][C:23]([CH3:24])([CH3:25])[CH3:26])=[O:21])=[CH:4][C:3]=2[Br:29])=[O:38])[N:35]=1. The yield is 0.810.